The task is: Regression. Given two drug SMILES strings and cell line genomic features, predict the synergy score measuring deviation from expected non-interaction effect.. This data is from NCI-60 drug combinations with 297,098 pairs across 59 cell lines. (1) Drug 1: CC(C)(C#N)C1=CC(=CC(=C1)CN2C=NC=N2)C(C)(C)C#N. Drug 2: CCC1(C2=C(COC1=O)C(=O)N3CC4=CC5=C(C=CC(=C5CN(C)C)O)N=C4C3=C2)O.Cl. Cell line: HCT-15. Synergy scores: CSS=28.9, Synergy_ZIP=-2.09, Synergy_Bliss=1.80, Synergy_Loewe=-16.9, Synergy_HSA=-2.64. (2) Drug 1: C1=CC(=CC=C1CCC2=CNC3=C2C(=O)NC(=N3)N)C(=O)NC(CCC(=O)O)C(=O)O. Drug 2: CCC1(C2=C(COC1=O)C(=O)N3CC4=CC5=C(C=CC(=C5CN(C)C)O)N=C4C3=C2)O.Cl. Cell line: HL-60(TB). Synergy scores: CSS=80.2, Synergy_ZIP=3.34, Synergy_Bliss=2.26, Synergy_Loewe=-2.48, Synergy_HSA=4.00. (3) Drug 1: COC1=NC(=NC2=C1N=CN2C3C(C(C(O3)CO)O)O)N. Drug 2: CCCCC(=O)OCC(=O)C1(CC(C2=C(C1)C(=C3C(=C2O)C(=O)C4=C(C3=O)C=CC=C4OC)O)OC5CC(C(C(O5)C)O)NC(=O)C(F)(F)F)O. Cell line: MOLT-4. Synergy scores: CSS=96.1, Synergy_ZIP=3.75, Synergy_Bliss=3.62, Synergy_Loewe=1.50, Synergy_HSA=4.75. (4) Drug 1: CC12CCC(CC1=CCC3C2CCC4(C3CC=C4C5=CN=CC=C5)C)O. Drug 2: CC1CCCC2(C(O2)CC(NC(=O)CC(C(C(=O)C(C1O)C)(C)C)O)C(=CC3=CSC(=N3)C)C)C. Cell line: SF-539. Synergy scores: CSS=6.63, Synergy_ZIP=-3.43, Synergy_Bliss=-0.655, Synergy_Loewe=-1.83, Synergy_HSA=0.128. (5) Drug 1: C1=CC(=CC=C1CCC2=CNC3=C2C(=O)NC(=N3)N)C(=O)NC(CCC(=O)O)C(=O)O. Drug 2: CN(C)C1=NC(=NC(=N1)N(C)C)N(C)C. Cell line: UACC-257. Synergy scores: CSS=2.95, Synergy_ZIP=3.30, Synergy_Bliss=1.72, Synergy_Loewe=-11.3, Synergy_HSA=-2.99. (6) Drug 2: CC1=C(C=C(C=C1)NC(=O)C2=CC=C(C=C2)CN3CCN(CC3)C)NC4=NC=CC(=N4)C5=CN=CC=C5. Cell line: HS 578T. Drug 1: C1CC(C1)(C(=O)O)C(=O)O.[NH2-].[NH2-].[Pt+2]. Synergy scores: CSS=16.1, Synergy_ZIP=-3.47, Synergy_Bliss=2.55, Synergy_Loewe=0.914, Synergy_HSA=2.27. (7) Drug 1: C1=NC2=C(N=C(N=C2N1C3C(C(C(O3)CO)O)F)Cl)N. Drug 2: C1=NNC2=C1C(=O)NC=N2. Cell line: OVCAR-8. Synergy scores: CSS=10.5, Synergy_ZIP=-0.110, Synergy_Bliss=-0.233, Synergy_Loewe=-14.0, Synergy_HSA=-1.76. (8) Drug 1: C1CCN(CC1)CCOC2=CC=C(C=C2)C(=O)C3=C(SC4=C3C=CC(=C4)O)C5=CC=C(C=C5)O. Drug 2: CN(C)C1=NC(=NC(=N1)N(C)C)N(C)C. Cell line: SNB-19. Synergy scores: CSS=-9.78, Synergy_ZIP=1.53, Synergy_Bliss=-3.23, Synergy_Loewe=-8.38, Synergy_HSA=-7.69. (9) Drug 1: CC1=C(C=C(C=C1)C(=O)NC2=CC(=CC(=C2)C(F)(F)F)N3C=C(N=C3)C)NC4=NC=CC(=N4)C5=CN=CC=C5. Drug 2: CCN(CC)CCNC(=O)C1=C(NC(=C1C)C=C2C3=C(C=CC(=C3)F)NC2=O)C. Cell line: ACHN. Synergy scores: CSS=0.900, Synergy_ZIP=0.133, Synergy_Bliss=-0.452, Synergy_Loewe=-4.39, Synergy_HSA=-3.28. (10) Drug 1: C1=CC(=C2C(=C1NCCNCCO)C(=O)C3=C(C=CC(=C3C2=O)O)O)NCCNCCO. Drug 2: C1CN(P(=O)(OC1)NCCCl)CCCl. Cell line: HCT-15. Synergy scores: CSS=53.2, Synergy_ZIP=-2.66, Synergy_Bliss=-2.72, Synergy_Loewe=-67.2, Synergy_HSA=-2.90.